From a dataset of Full USPTO retrosynthesis dataset with 1.9M reactions from patents (1976-2016). Predict the reactants needed to synthesize the given product. (1) The reactants are: F[C:2]1[CH:19]=[CH:18][C:5]([C:6]([C:11]2[CH:16]=[CH:15][C:14](F)=[CH:13][CH:12]=2)([OH:10])[C:7]([OH:9])=[O:8])=[CH:4][CH:3]=1.[O-]CC.[Na+].[Na].CI. Given the product [C:7]([OH:9])(=[O:8])[C:6]([C:11]1[CH:12]=[CH:13][CH:14]=[CH:15][CH:16]=1)([C:5]1[CH:18]=[CH:19][CH:2]=[CH:3][CH:4]=1)[OH:10], predict the reactants needed to synthesize it. (2) Given the product [CH2:1]([O:3][C:4]([C:6]1[C:7](=[O:25])[N:8]([CH2:18][C:19]2[CH:24]=[CH:23][CH:22]=[CH:21][N:20]=2)[C:9]2[C:14]([C:15]=1[N:30]1[CH2:31][CH2:32][N:27]([CH3:26])[CH2:28][CH2:29]1)=[CH:13][C:12]([F:17])=[CH:11][CH:10]=2)=[O:5])[CH3:2], predict the reactants needed to synthesize it. The reactants are: [CH2:1]([O:3][C:4]([C:6]1[C:7](=[O:25])[N:8]([CH2:18][C:19]2[CH:24]=[CH:23][CH:22]=[CH:21][N:20]=2)[C:9]2[C:14]([C:15]=1Cl)=[CH:13][C:12]([F:17])=[CH:11][CH:10]=2)=[O:5])[CH3:2].[CH3:26][N:27]1[CH2:32][CH2:31][NH:30][CH2:29][CH2:28]1.C1N2CCN(CC2)C1. (3) Given the product [CH:33]1([N:5]([CH:2]2[CH2:3][CH2:4]2)[C:6]([C:8]2[N:30]([CH2:31][CH3:32])[C:11]3=[N:12][C:13]([NH:20][C:21]4[CH:25]=[C:24]([CH2:26][OH:27])[N:23]([CH2:28][CH3:29])[N:22]=4)=[C:14]4[N:18]=[CH:17][N:16]([CH3:19])[C:15]4=[C:10]3[CH:9]=2)=[O:7])[CH2:34][CH2:35]1, predict the reactants needed to synthesize it. The reactants are: [Na].[CH:2]1([N:5]([CH:33]2[CH2:35][CH2:34]2)[C:6]([C:8]2[N:30]([CH2:31][CH3:32])[C:11]3=[N:12][C:13]([NH:20][C:21]4[CH:25]=[C:24]([CH:26]=[O:27])[N:23]([CH2:28][CH3:29])[N:22]=4)=[C:14]4[N:18]=[CH:17][N:16]([CH3:19])[C:15]4=[C:10]3[CH:9]=2)=[O:7])[CH2:4][CH2:3]1. (4) Given the product [CH3:27][O:26][C:24]1[CH:23]=[CH:22][C:21]([NH:28][C:29](=[O:31])[CH3:30])=[C:20]([O:19][CH2:1][C@:2]2([CH3:5])[CH2:4][O:3]2)[CH:25]=1, predict the reactants needed to synthesize it. The reactants are: [CH3:1][C@@:2]1([CH2:5]OS(C2C=CC=C([N+]([O-])=O)C=2)(=O)=O)[CH2:4][O:3]1.[OH:19][C:20]1[CH:25]=[C:24]([O:26][CH3:27])[CH:23]=[CH:22][C:21]=1[NH:28][C:29](=[O:31])[CH3:30].C([O-])([O-])=O.[Cs+].[Cs+]. (5) Given the product [CH3:28][C:26]1[N:27]=[C:23]([NH:22][C:9]2[N:10]=[CH:11][C:2]([C:15]3[CH:14]=[N:13][CH:18]=[CH:17][CH:16]=3)=[C:3]3[C:8]=2[N:7]=[CH:6][CH:5]=[CH:4]3)[S:24][CH:25]=1, predict the reactants needed to synthesize it. The reactants are: Br[C:2]1[CH:11]=[N:10][C:9](Cl)=[C:8]2[C:3]=1[CH:4]=[CH:5][CH:6]=[N:7]2.[N:13]1[CH:18]=[C:17](B(O)O)[CH:16]=[CH:15][CH:14]=1.[NH2:22][C:23]1[S:24][CH:25]=[C:26]([CH3:28])[N:27]=1.